Dataset: Forward reaction prediction with 1.9M reactions from USPTO patents (1976-2016). Task: Predict the product of the given reaction. Given the reactants C(Cl)(=O)[C:2](Cl)=[O:3].[NH2:7][C:8]1[N:16]=[CH:15][C:14]([Br:17])=[CH:13][C:9]=1[C:10]([NH2:12])=[O:11], predict the reaction product. The product is: [Br:17][C:14]1[CH:15]=[N:16][C:8]2[NH:7][C:2](=[O:3])[NH:12][C:10](=[O:11])[C:9]=2[CH:13]=1.